This data is from Peptide-MHC class I binding affinity with 185,985 pairs from IEDB/IMGT. The task is: Regression. Given a peptide amino acid sequence and an MHC pseudo amino acid sequence, predict their binding affinity value. This is MHC class I binding data. (1) The peptide sequence is SIIQEKLGY. The MHC is HLA-A02:01 with pseudo-sequence HLA-A02:01. The binding affinity (normalized) is 0.0847. (2) The peptide sequence is PVYISQFSYK. The MHC is Mamu-B8301 with pseudo-sequence Mamu-B8301. The binding affinity (normalized) is 0.592. (3) The peptide sequence is QFKQKALGL. The MHC is Patr-A0701 with pseudo-sequence Patr-A0701. The binding affinity (normalized) is 0.338. (4) The peptide sequence is ILGEFDII. The MHC is Mamu-A02 with pseudo-sequence Mamu-A02. The binding affinity (normalized) is 0. (5) The peptide sequence is LMGTITLNA. The MHC is HLA-A02:01 with pseudo-sequence HLA-A02:01. The binding affinity (normalized) is 0.524. (6) The peptide sequence is YPLTFGWCY. The MHC is HLA-A23:01 with pseudo-sequence HLA-A23:01. The binding affinity (normalized) is 0.177. (7) The peptide sequence is YLGIFKNNDV. The MHC is HLA-A02:02 with pseudo-sequence HLA-A02:02. The binding affinity (normalized) is 0.751. (8) The peptide sequence is QFIKPVSDLY. The MHC is HLA-A03:01 with pseudo-sequence HLA-A03:01. The binding affinity (normalized) is 0. (9) The binding affinity (normalized) is 0.508. The MHC is HLA-A02:06 with pseudo-sequence HLA-A02:06. The peptide sequence is VLYGPDAPTV.